This data is from Reaction yield outcomes from USPTO patents with 853,638 reactions. The task is: Predict the reaction yield, written as a fraction of the theoretical maximum amount of product (1.0 means a 100% yield; for example, 0.34 means a 34% yield). (1) The reactants are Cl[C:2]1[CH:11]=[CH:10][C:9]2[C:4](=[CH:5][C:6]([C:13]3[CH:18]=[CH:17][C:16]([O:19][CH3:20])=[CH:15][CH:14]=3)=[N:7][C:8]=2[Cl:12])[N:3]=1.C(=O)(O)[O-:22].[Na+]. No catalyst specified. The product is [Cl:12][C:8]1[N:7]=[C:6]([C:13]2[CH:18]=[CH:17][C:16]([O:19][CH3:20])=[CH:15][CH:14]=2)[CH:5]=[C:4]2[C:9]=1[CH:10]=[CH:11][C:2](=[O:22])[NH:3]2. The yield is 0.320. (2) The reactants are [F:1][C:2]1[CH:8]=[C:7]([I:9])[CH:6]=[CH:5][C:3]=1[NH2:4].[Li+].C[Si]([N-][Si](C)(C)C)(C)C.[CH3:20][O:21][CH:22]([O:34][CH3:35])[C:23]1[C:28](F)=[C:27]([N+:30]([O-:32])=[O:31])[CH:26]=[CH:25][C:24]=1[F:33]. The product is [CH3:35][O:34][CH:22]([O:21][CH3:20])[C:23]1[C:24]([F:33])=[CH:25][CH:26]=[C:27]([N+:30]([O-:32])=[O:31])[C:28]=1[NH:4][C:3]1[CH:5]=[CH:6][C:7]([I:9])=[CH:8][C:2]=1[F:1]. The catalyst is C1COCC1. The yield is 0.560. (3) The reactants are [CH2:1]=[CH:2][CH2:3][CH2:4][CH2:5][CH2:6][CH2:7][CH3:8].[OH:9]O. No catalyst specified. The product is [O:9]1[CH:2]([CH2:3][CH2:4][CH2:5][CH2:6][CH2:7][CH3:8])[CH2:1]1. The yield is 0.910. (4) The reactants are [Br:1][C:2]1[C:7]([O:8][CH2:9][CH3:10])=[CH:6][CH:5]=[CH:4][N:3]=1.[N+:11]([O-])([OH:13])=[O:12].S(=O)(=O)(O)O. No catalyst specified. The product is [Br:1][C:2]1[C:7]([O:8][CH2:9][CH3:10])=[CH:6][CH:5]=[C:4]([N+:11]([O-:13])=[O:12])[N:3]=1. The yield is 0.570. (5) The yield is 1.00. The product is [C:6]([C:7]1[CH:16]=[CH:15][C:10]([C:11]([O:13][CH3:14])=[O:12])=[C:9]([OH:17])[CH:8]=1)#[CH:5]. The catalyst is O. The reactants are C[Si]([C:5]#[C:6][C:7]1[CH:16]=[CH:15][C:10]([C:11]([O:13][CH3:14])=[O:12])=[C:9]([OH:17])[CH:8]=1)(C)C.C1COCC1.[F-].C([N+](CCCC)(CCCC)CCCC)CCC. (6) The reactants are [Cl:1][C:2]1[CH:3]=[N+:4]([O-:39])[CH:5]=[C:6]([Cl:38])[C:7]=1[CH2:8][C@@H:9]([C:23]1[CH:28]=[CH:27][C:26]([O:29][CH:30]([F:32])[F:31])=[C:25]([O:33][CH2:34][CH:35]2[CH2:37][CH2:36]2)[CH:24]=1)[O:10][C:11](OC1C=CC([N+]([O-])=O)=CC=1)=[O:12].[SH:40][C:41]1[CH:46]=[CH:45][C:44]([NH:47][S:48]([CH3:51])(=[O:50])=[O:49])=[CH:43][CH:42]=1. The catalyst is C(Cl)Cl.CN(C1C=CN=CC=1)C. The product is [Cl:38][C:6]1[CH:5]=[N+:4]([O-:39])[CH:3]=[C:2]([Cl:1])[C:7]=1[CH2:8][C@@H:9]([C:23]1[CH:28]=[CH:27][C:26]([O:29][CH:30]([F:31])[F:32])=[C:25]([O:33][CH2:34][CH:35]2[CH2:37][CH2:36]2)[CH:24]=1)[O:10][C:11]([S:40][C:41]1[CH:42]=[CH:43][C:44]([NH:47][S:48]([CH3:51])(=[O:50])=[O:49])=[CH:45][CH:46]=1)=[O:12]. The yield is 0.365.